Task: Regression. Given a target protein amino acid sequence and a drug SMILES string, predict the binding affinity score between them. We predict pKi (pKi = -log10(Ki in M); higher means stronger inhibition). Dataset: bindingdb_ki.. Dataset: Drug-target binding data from BindingDB using Ki measurements The compound is CCN(CC)CCNc1ccc2ncn3c4ccc(O)cc4c(=O)c1c23. The target protein (O60656) has sequence MACTGWTSPLPLCVCLLLTCGFAEAGKLLVVPMDGSHWFTMRSVVEKLILRGHEVVVVMPEVSWQLGRSLNCTVKTYSTSYTLEDLDREFKAFAHAQWKAQVRSIYSLLMGSYNDIFDLFFSNCRSLFKDKKLVEYLKESSFDAVFLDPFDNCGLIVAKYFSLPSVVFARGILCHYLEEGAQCPAPLSYVPRILLGFSDAMTFKERVRNHIMHLEEHLLCHRFFKNALEIASEILQTPVTEYDLYSHTSIWLLRTDFVLDYPKPVMPNMIFIGGINCHQGKPLPMEFEAYINASGEHGIVVFSLGSMVSEIPEKKAMAIADALGKIPQTVLWRYTGTRPSNLANNTILVKWLPQNDLLGHPMTRAFITHAGSHGVYESICNGVPMVMMPLFGDQMDNAKRMETKGAGVTLNVLEMTSEDLENALKAVINDKSYKENIMRLSSLHKDRPVEPLDLAVFWVEFVMRHKGAPHLRPAAHDLTWYQYHSLDVIGFLLAVVLTVA.... The pKi is 3.0.